Task: Predict the reaction yield, written as a fraction of the theoretical maximum amount of product (1.0 means a 100% yield; for example, 0.34 means a 34% yield).. Dataset: Reaction yield outcomes from USPTO patents with 853,638 reactions The reactants are Br[C:2]1[CH:7]=[CH:6][C:5]([NH:8][C:9]([NH:11][NH:12][C:13](=O)[CH2:14][CH:15]2[CH2:18][N:17](C(C3CC3)=O)[CH2:16]2)=[O:10])=[C:4]([F:25])[CH:3]=1.C(=O)([O-])[O-].[K+].[K+].CC1(C)C(C)(C)OB([C:40]2[CH:49]=[C:48]3[C:43]([CH:44]=[CH:45][CH:46]=[N:47]3)=[CH:42][CH:41]=2)O1.O1CCOCC1. The catalyst is C(O)CC.O.C(OCC)(=O)C.ClCCl.CO. The product is [NH:17]1[CH2:16][CH:15]([CH2:14][C:13]2[N:8]([C:5]3[CH:6]=[CH:7][C:2]([C:40]4[CH:49]=[C:48]5[C:43]([CH:44]=[CH:45][CH:46]=[N:47]5)=[CH:42][CH:41]=4)=[CH:3][C:4]=3[F:25])[C:9](=[O:10])[NH:11][N:12]=2)[CH2:18]1. The yield is 0.310.